From a dataset of Ames mutagenicity test results for genotoxicity prediction. Regression/Classification. Given a drug SMILES string, predict its toxicity properties. Task type varies by dataset: regression for continuous values (e.g., LD50, hERG inhibition percentage) or binary classification for toxic/non-toxic outcomes (e.g., AMES mutagenicity, cardiotoxicity, hepatotoxicity). Dataset: ames. (1) The molecule is CC(Br)C(=O)NCc1ccc(Cl)cc1. The result is 1 (mutagenic). (2) The drug is CC(O)C(=O)O. The result is 0 (non-mutagenic). (3) The compound is O=[N+]([O-])c1ccc2ccc3c([N+](=O)[O-])cccc3c2c1. The result is 1 (mutagenic). (4) The result is 1 (mutagenic). The molecule is COC1=CC(=O)c2c(nc(C)c3c4c[nH]ccc-4nc23)C1=O. (5) The drug is O=[N+]([O-])c1ccc(/C=N/n2cccn2)o1. The result is 1 (mutagenic). (6) The drug is O=c1[nH]c(=O)n(Cl)c(=O)n1Cl. The result is 0 (non-mutagenic). (7) The molecule is CCCCCCCCOc1ccc(C(=O)O)cc1. The result is 0 (non-mutagenic). (8) The molecule is Cc1ccc([N+](=O)[O-])c(C)c1[N+](=O)[O-]. The result is 1 (mutagenic). (9) The drug is CN(C)C(=O)N(C)N=O. The result is 1 (mutagenic).